This data is from Forward reaction prediction with 1.9M reactions from USPTO patents (1976-2016). The task is: Predict the product of the given reaction. (1) Given the reactants [Cl:1][C:2]1[CH:3]=[C:4]([CH:25]=[CH:26][C:27]=1[Cl:28])[O:5][C:6]1[CH:11]=[CH:10][CH:9]=[CH:8][C:7]=1[NH:12][S:13]([C:16]1[CH:24]=[CH:23][C:19]([C:20]([OH:22])=O)=[CH:18][CH:17]=1)(=[O:15])=[O:14].[N:29]1[CH:34]=[CH:33][C:32]([CH2:35][N:36]2[CH2:41][CH2:40][NH:39][CH2:38][CH2:37]2)=[CH:31][CH:30]=1, predict the reaction product. The product is: [Cl:1][C:2]1[CH:3]=[C:4]([CH:25]=[CH:26][C:27]=1[Cl:28])[O:5][C:6]1[CH:11]=[CH:10][CH:9]=[CH:8][C:7]=1[NH:12][S:13]([C:16]1[CH:24]=[CH:23][C:19]([C:20]([N:39]2[CH2:40][CH2:41][N:36]([CH2:35][C:32]3[CH:31]=[CH:30][N:29]=[CH:34][CH:33]=3)[CH2:37][CH2:38]2)=[O:22])=[CH:18][CH:17]=1)(=[O:15])=[O:14]. (2) Given the reactants [C:1]([OH:10])(=[O:9])[CH2:2][CH2:3][CH2:4][CH2:5][C:6]([OH:8])=[O:7].[CH2:11]([C:13]([CH2:18][OH:19])([CH2:16][OH:17])[CH2:14][CH3:15])[OH:12].C1(C)C=CC=CC=1, predict the reaction product. The product is: [C:1]([OH:10])(=[O:9])[CH2:2][CH2:3][CH2:4][CH2:5][C:6]([OH:8])=[O:7].[CH2:11]([C:13]([CH2:18][OH:19])([CH2:16][OH:17])[CH2:14][CH3:15])[OH:12]. (3) Given the reactants C([O-])(=O)C.[K+].[CH3:21][C:16]1([CH3:22])[C:17]([CH3:20])([CH3:19])[O:18][B:14]([B:14]2[O:18][C:17]([CH3:20])([CH3:19])[C:16]([CH3:22])([CH3:21])[O:15]2)[O:15]1.Br[C:25]1[CH:35]=[CH:34][C:28]2[O:29][C:30]([CH3:33])([CH3:32])[O:31][C:27]=2[CH:26]=1, predict the reaction product. The product is: [CH3:32][C:30]1([CH3:33])[O:29][C:28]2[CH:34]=[CH:35][C:25]([B:14]3[O:15][C:16]([CH3:21])([CH3:22])[C:17]([CH3:19])([CH3:20])[O:18]3)=[CH:26][C:27]=2[O:31]1.